This data is from CYP3A4 inhibition data for predicting drug metabolism from PubChem BioAssay. The task is: Regression/Classification. Given a drug SMILES string, predict its absorption, distribution, metabolism, or excretion properties. Task type varies by dataset: regression for continuous measurements (e.g., permeability, clearance, half-life) or binary classification for categorical outcomes (e.g., BBB penetration, CYP inhibition). Dataset: cyp3a4_veith. (1) The drug is COc1ccc(Cn2nnnc2C(c2ccccc2Cl)N2CCC(C(N)=O)CC2)cc1. The result is 1 (inhibitor). (2) The compound is COc1ncc2nc(-c3ccccc3)c(=O)n(C)c2n1. The result is 0 (non-inhibitor). (3) The molecule is O=C(Oc1ccccc1)N1CCC[C@@]2(CCN(c3ccccc3)C2)C1. The result is 1 (inhibitor). (4) The molecule is COc1cc(C2C(C#N)=C(N)N(Nc3ccccc3)C3=C2C(=O)CC(C)(C)C3)ccc1OCc1ccccc1. The result is 1 (inhibitor). (5) The molecule is COc1ccc(C2NC(=O)c3sc4nc(C)c(C(C)=O)c(-c5ccc(Cl)cc5)c4c3N2)cc1. The result is 1 (inhibitor).